Dataset: Catalyst prediction with 721,799 reactions and 888 catalyst types from USPTO. Task: Predict which catalyst facilitates the given reaction. Reactant: [F:1][C:2]1[CH:10]=[C:9]2[C:5]([C:6]([C:11]3[CH:12]=[CH:13][C:14]([N:17]4[CH2:22][CH2:21][CH:20]([NH2:23])[CH2:19][CH2:18]4)=[N:15][CH:16]=3)=[CH:7][NH:8]2)=[CH:4][CH:3]=1.CCN(CC)CC.Cl[CH2:32][CH2:33][S:34](Cl)(=[O:36])=[O:35]. Product: [F:1][C:2]1[CH:10]=[C:9]2[C:5]([C:6]([C:11]3[CH:12]=[CH:13][C:14]([N:17]4[CH2:22][CH2:21][CH:20]([NH:23][S:34]([CH:33]=[CH2:32])(=[O:36])=[O:35])[CH2:19][CH2:18]4)=[N:15][CH:16]=3)=[CH:7][NH:8]2)=[CH:4][CH:3]=1. The catalyst class is: 59.